This data is from Reaction yield outcomes from USPTO patents with 853,638 reactions. The task is: Predict the reaction yield, written as a fraction of the theoretical maximum amount of product (1.0 means a 100% yield; for example, 0.34 means a 34% yield). (1) The reactants are [C:1]1([C:15]([O-])=[C:11]([N+:12]([O-:14])=[O:13])[CH:10]=[C:6]([N+:7]([O-:9])=[O:8])[CH:5]=1)[N+:2]([O-:4])=[O:3].[NH4+:17].P([O-])([O-])(O)=O.[NH4+].[NH4+].S1(CCCC1)(=O)=O. The catalyst is O. The product is [CH:5]1[C:1]([N+:2]([O-:4])=[O:3])=[C:15]([NH2:17])[C:11]([N+:12]([O-:14])=[O:13])=[CH:10][C:6]=1[N+:7]([O-:9])=[O:8]. The yield is 0.940. (2) The reactants are [OH:1][C:2]1[CH:3]=[C:4]([CH:8]=[C:9]([N:11]([CH2:16][CH2:17][N:18]2[CH2:23][CH2:22][O:21][CH2:20][CH2:19]2)[S:12]([CH3:15])(=[O:14])=[O:13])[CH:10]=1)[C:5]([OH:7])=[O:6].[C:24](Cl)(=[O:26])[CH3:25]. The catalyst is C(Cl)Cl.CN(C1C=CN=CC=1)C. The product is [C:24]([O:1][C:2]1[CH:3]=[C:4]([CH:8]=[C:9]([N:11]([CH2:16][CH2:17][N:18]2[CH2:19][CH2:20][O:21][CH2:22][CH2:23]2)[S:12]([CH3:15])(=[O:14])=[O:13])[CH:10]=1)[C:5]([OH:7])=[O:6])(=[O:26])[CH3:25]. The yield is 0.203. (3) The reactants are C[O:2][C:3]1[C:4]([CH3:11])=[C:5]([CH:8]=[CH:9][CH:10]=1)[C:6]#[N:7].[I-].[NH4+].B(Cl)(Cl)Cl. The catalyst is ClCCl. The product is [OH:2][C:3]1[C:4]([CH3:11])=[C:5]([CH:8]=[CH:9][CH:10]=1)[C:6]#[N:7]. The yield is 0.910. (4) The reactants are [C:1]1([CH3:11])[CH:6]=[CH:5][CH:4]=[CH:3][C:2]=1[CH2:7][C:8]([OH:10])=O.C(Cl)(=O)C(Cl)=O.[NH2:18][C:19](=[N:25]O)[C:20]([O:22][CH2:23][CH3:24])=[O:21].C(N(CC)C(C)C)(C)C. The catalyst is ClCCl.N1C=CC=CC=1.CN(C=O)C. The product is [CH3:11][C:1]1[CH:6]=[CH:5][CH:4]=[CH:3][C:2]=1[CH2:7][C:8]1[O:10][N:25]=[C:19]([C:20]([O:22][CH2:23][CH3:24])=[O:21])[N:18]=1. The yield is 0.180.